This data is from NCI-60 drug combinations with 297,098 pairs across 59 cell lines. The task is: Regression. Given two drug SMILES strings and cell line genomic features, predict the synergy score measuring deviation from expected non-interaction effect. (1) Synergy scores: CSS=35.0, Synergy_ZIP=-0.102, Synergy_Bliss=-0.974, Synergy_Loewe=-16.7, Synergy_HSA=1.04. Drug 1: CC12CCC3C(C1CCC2=O)CC(=C)C4=CC(=O)C=CC34C. Cell line: A549. Drug 2: C1=NC2=C(N=C(N=C2N1C3C(C(C(O3)CO)O)F)Cl)N. (2) Drug 1: C1=NC2=C(N=C(N=C2N1C3C(C(C(O3)CO)O)O)F)N. Drug 2: CC1CCCC2(C(O2)CC(NC(=O)CC(C(C(=O)C(C1O)C)(C)C)O)C(=CC3=CSC(=N3)C)C)C. Cell line: HS 578T. Synergy scores: CSS=58.0, Synergy_ZIP=2.79, Synergy_Bliss=1.16, Synergy_Loewe=-31.3, Synergy_HSA=0.187. (3) Drug 1: CC(C1=C(C=CC(=C1Cl)F)Cl)OC2=C(N=CC(=C2)C3=CN(N=C3)C4CCNCC4)N. Drug 2: C1=C(C(=O)NC(=O)N1)F. Cell line: U251. Synergy scores: CSS=30.6, Synergy_ZIP=-12.9, Synergy_Bliss=-8.95, Synergy_Loewe=-9.16, Synergy_HSA=-8.57. (4) Drug 1: C1CN1C2=NC(=NC(=N2)N3CC3)N4CC4. Drug 2: C1CCN(CC1)CCOC2=CC=C(C=C2)C(=O)C3=C(SC4=C3C=CC(=C4)O)C5=CC=C(C=C5)O. Cell line: A498. Synergy scores: CSS=18.2, Synergy_ZIP=-7.15, Synergy_Bliss=-1.44, Synergy_Loewe=-3.32, Synergy_HSA=-2.60. (5) Drug 1: C1=C(C(=O)NC(=O)N1)N(CCCl)CCCl. Drug 2: CC1=C(C(CCC1)(C)C)C=CC(=CC=CC(=CC(=O)O)C)C. Cell line: RXF 393. Synergy scores: CSS=19.4, Synergy_ZIP=-6.25, Synergy_Bliss=-0.0368, Synergy_Loewe=1.52, Synergy_HSA=2.16. (6) Drug 1: CC12CCC3C(C1CCC2=O)CC(=C)C4=CC(=O)C=CC34C. Drug 2: CCC1=C2CN3C(=CC4=C(C3=O)COC(=O)C4(CC)O)C2=NC5=C1C=C(C=C5)O. Cell line: SF-268. Synergy scores: CSS=61.1, Synergy_ZIP=1.69, Synergy_Bliss=1.52, Synergy_Loewe=-15.9, Synergy_HSA=3.70. (7) Drug 1: CN(C)N=NC1=C(NC=N1)C(=O)N. Drug 2: CS(=O)(=O)CCNCC1=CC=C(O1)C2=CC3=C(C=C2)N=CN=C3NC4=CC(=C(C=C4)OCC5=CC(=CC=C5)F)Cl. Cell line: MDA-MB-435. Synergy scores: CSS=-6.31, Synergy_ZIP=4.75, Synergy_Bliss=4.29, Synergy_Loewe=-2.79, Synergy_HSA=-1.65. (8) Drug 1: CC1C(C(=O)NC(C(=O)N2CCCC2C(=O)N(CC(=O)N(C(C(=O)O1)C(C)C)C)C)C(C)C)NC(=O)C3=C4C(=C(C=C3)C)OC5=C(C(=O)C(=C(C5=N4)C(=O)NC6C(OC(=O)C(N(C(=O)CN(C(=O)C7CCCN7C(=O)C(NC6=O)C(C)C)C)C)C(C)C)C)N)C. Drug 2: N.N.Cl[Pt+2]Cl. Cell line: COLO 205. Synergy scores: CSS=50.0, Synergy_ZIP=-2.75, Synergy_Bliss=0.821, Synergy_Loewe=-25.3, Synergy_HSA=4.60. (9) Drug 1: CC(CN1CC(=O)NC(=O)C1)N2CC(=O)NC(=O)C2. Drug 2: C1=NNC2=C1C(=O)NC=N2. Cell line: U251. Synergy scores: CSS=28.6, Synergy_ZIP=-4.25, Synergy_Bliss=-1.13, Synergy_Loewe=-1.37, Synergy_HSA=1.09.